Dataset: Peptide-MHC class I binding affinity with 185,985 pairs from IEDB/IMGT. Task: Regression. Given a peptide amino acid sequence and an MHC pseudo amino acid sequence, predict their binding affinity value. This is MHC class I binding data. (1) The peptide sequence is GLYSSTVPV. The MHC is HLA-B54:01 with pseudo-sequence HLA-B54:01. The binding affinity (normalized) is 0.152. (2) The peptide sequence is FYRNISDPL. The MHC is HLA-B18:01 with pseudo-sequence HLA-B18:01. The binding affinity (normalized) is 0.0847. (3) The peptide sequence is AALDGTFQR. The MHC is HLA-A11:01 with pseudo-sequence HLA-A11:01. The binding affinity (normalized) is 0.911. (4) The peptide sequence is KLVDFRELNK. The MHC is HLA-B51:01 with pseudo-sequence HLA-B51:01. The binding affinity (normalized) is 0. (5) The peptide sequence is NRYFYCQL. The MHC is H-2-Kb with pseudo-sequence H-2-Kb. The binding affinity (normalized) is 0.188. (6) The peptide sequence is KTKLTDWDF. The MHC is HLA-B57:01 with pseudo-sequence HLA-B57:01. The binding affinity (normalized) is 0.548. (7) The peptide sequence is FVRSSPASFEK. The MHC is H-2-Kb with pseudo-sequence H-2-Kb. The binding affinity (normalized) is 0.0449.